This data is from Forward reaction prediction with 1.9M reactions from USPTO patents (1976-2016). The task is: Predict the product of the given reaction. (1) The product is: [Cl:24][C:4]1[CH:5]=[CH:6][C:7]2[S:8](=[O:10])(=[O:9])[N:11]3[CH2:12][C@H:13]([CH2:14][CH2:15]3)[NH:16][C:2]=2[N:3]=1. Given the reactants Cl[C:2]1[C:7]([S:8]([N:11]2[CH2:15][CH2:14][C@H:13]([NH:16]C(=O)OC(C)(C)C)[CH2:12]2)(=[O:10])=[O:9])=[CH:6][CH:5]=[C:4]([Cl:24])[N:3]=1.FC(F)(F)C(O)=O.C(=O)([O-])[O-].[Na+].[Na+], predict the reaction product. (2) Given the reactants [Cl:1][C:2]1[CH:7]=[C:6]([C:8]2[CH:9]=[CH:10][C:11]3[N:12]([C:14]([CH2:17][O:18][C:19]4[C:28]5[C:23](=[CH:24][C:25]([O:29][CH3:30])=[CH:26][CH:27]=5)[N:22]=[CH:21][CH:20]=4)=[N:15][N:16]=3)[N:13]=2)[CH:5]=[CH:4][C:3]=1[CH:31]([NH:33]C(=O)OC(C)(C)C)[CH3:32], predict the reaction product. The product is: [Cl:1][C:2]1[CH:7]=[C:6]([C:8]2[CH:9]=[CH:10][C:11]3[N:12]([C:14]([CH2:17][O:18][C:19]4[C:28]5[C:23](=[CH:24][C:25]([O:29][CH3:30])=[CH:26][CH:27]=5)[N:22]=[CH:21][CH:20]=4)=[N:15][N:16]=3)[N:13]=2)[CH:5]=[CH:4][C:3]=1[CH:31]([NH2:33])[CH3:32]. (3) The product is: [CH2:1]([NH:3][C:4](=[O:28])[NH:5][C:6]1[N:11]=[CH:10][C:9]([C:30]2[S:31][C:32]([C:41]([O:43][CH3:44])=[O:42])=[C:33]([C:35]3[N:39]([CH3:40])[N:38]=[CH:37][N:36]=3)[N:34]=2)=[C:8]([C:15]2[S:16][CH:17]=[C:18]([C:20]3[CH:25]=[CH:24][CH:23]=[C:22]([O:26][CH3:27])[N:21]=3)[N:19]=2)[CH:7]=1)[CH3:2]. Given the reactants [CH2:1]([NH:3][C:4](=[O:28])[NH:5][C:6]1[N:11]=[CH:10][C:9](B(O)O)=[C:8]([C:15]2[S:16][CH:17]=[C:18]([C:20]3[CH:25]=[CH:24][CH:23]=[C:22]([O:26][CH3:27])[N:21]=3)[N:19]=2)[CH:7]=1)[CH3:2].Cl[C:30]1[S:31][C:32]([C:41]([O:43][CH3:44])=[O:42])=[C:33]([C:35]2[N:39]([CH3:40])[N:38]=[CH:37][N:36]=2)[N:34]=1.C1(P(C2CCCCC2)C2C=CC=CC=2C2C(C(C)C)=CC(C(C)C)=CC=2C(C)C)CCCCC1.C([O-])([O-])=O.[Cs+].[Cs+], predict the reaction product. (4) The product is: [CH3:32][O:31][C:28]1[CH:27]=[CH:26][C:25]([C:24]([O:7][CH2:6][C@H:5]2[O:8][C@@H:1]([N:9]3[CH:17]=[C:15]([CH3:16])[C:13](=[O:14])[NH:12][C:10]3=[O:11])[CH2:2][C@@H:3]2[OH:4])([C:33]2[CH:34]=[CH:35][CH:36]=[CH:37][CH:38]=2)[C:23]2[CH:40]=[CH:41][C:20]([O:19][CH3:18])=[CH:21][CH:22]=2)=[CH:30][CH:29]=1. Given the reactants [C@@H:1]1([N:9]2[CH:17]=[C:15]([CH3:16])[C:13](=[O:14])[NH:12][C:10]2=[O:11])[O:8][C@H:5]([CH2:6][OH:7])[C@@H:3]([OH:4])[CH2:2]1.[CH3:18][O:19][C:20]1[CH:41]=[CH:40][C:23]([C:24](Cl)([C:33]2[CH:38]=[CH:37][CH:36]=[CH:35][CH:34]=2)[C:25]2[CH:30]=[CH:29][C:28]([O:31][CH3:32])=[CH:27][CH:26]=2)=[CH:22][CH:21]=1, predict the reaction product. (5) Given the reactants [CH3:1][O:2][C:3]1[CH:4]=[C:5]([CH:21]=[CH:22][CH:23]=1)[CH2:6][CH:7]1[NH:12][CH2:11][CH2:10][N:9]([S:13]([C:16]2[S:17][CH:18]=[CH:19][CH:20]=2)(=[O:15])=[O:14])[CH2:8]1.C1(P(C2CCCCC2)C2C=CC=CC=2C2C(C(C)C)=CC(C(C)C)=CC=2C(C)C)CCCCC1.CC(C)([O-])C.[Na+].Br[C:65]1[CH:70]=[CH:69][C:68]([C:71]([OH:80])([C:76]([F:79])([F:78])[F:77])[C:72]([F:75])([F:74])[F:73])=[CH:67][CH:66]=1, predict the reaction product. The product is: [F:73][C:72]([F:74])([F:75])[C:71]([C:68]1[CH:67]=[CH:66][C:65]([N:12]2[CH2:11][CH2:10][N:9]([S:13]([C:16]3[S:17][CH:18]=[CH:19][CH:20]=3)(=[O:15])=[O:14])[CH2:8][CH:7]2[CH2:6][C:5]2[CH:21]=[CH:22][CH:23]=[C:3]([O:2][CH3:1])[CH:4]=2)=[CH:70][CH:69]=1)([OH:80])[C:76]([F:77])([F:79])[F:78]. (6) Given the reactants [CH:1]([Sn](CCCC)(CCCC)CCCC)=[CH2:2].C(N(CC)CC)C.C1(C)C=CC=CC=1P(C1C=CC=CC=1C)C1C=CC=CC=1C.Br[C:46]1[CH:47]=[CH:48][C:49]([NH2:52])=[N:50][CH:51]=1, predict the reaction product. The product is: [CH:1]([C:46]1[CH:47]=[CH:48][C:49]([NH2:52])=[N:50][CH:51]=1)=[CH2:2]. (7) Given the reactants [Cl:1][C:2]1[CH:7]=[C:6]([Cl:8])[CH:5]=[CH:4][C:3]=1[C:9]1[CH:14]=[C:13](F)[CH:12]=[CH:11][C:10]=1[N+:16]([O-:18])=[O:17].CNCC[C:23]1([NH2:32])[CH:28]=[CH:27][C:26]([N+:29]([O-:31])=[O:30])=[CH:25][NH:24]1.[CH:33]([N:36](CC)[CH:37](C)C)(C)[CH3:34], predict the reaction product. The product is: [Cl:1][C:2]1[CH:7]=[C:6]([Cl:8])[CH:5]=[CH:4][C:3]=1[C:9]1[C:10]([N+:16]([O-:18])=[O:17])=[CH:11][CH:12]=[C:13]([N:36]([CH3:37])[CH2:33][CH2:34][NH:32][C:23]2[CH:28]=[CH:27][C:26]([N+:29]([O-:31])=[O:30])=[CH:25][N:24]=2)[CH:14]=1. (8) Given the reactants C[O:2][C:3](=[O:26])[CH:4]([N:11]1[C:16](=[O:17])[CH:15]=[C:14]([O:18][C:19]2[C:24]([F:25])=[CH:23][CH:22]=[CH:21][N:20]=2)[CH:13]=[N:12]1)[CH2:5][CH:6]1[CH2:10][CH2:9][CH2:8][CH2:7]1, predict the reaction product. The product is: [CH:6]1([CH2:5][CH:4]([N:11]2[C:16](=[O:17])[CH:15]=[C:14]([O:18][C:19]3[C:24]([F:25])=[CH:23][CH:22]=[CH:21][N:20]=3)[CH:13]=[N:12]2)[C:3]([OH:26])=[O:2])[CH2:10][CH2:9][CH2:8][CH2:7]1.